From a dataset of Reaction yield outcomes from USPTO patents with 853,638 reactions. Predict the reaction yield, written as a fraction of the theoretical maximum amount of product (1.0 means a 100% yield; for example, 0.34 means a 34% yield). (1) The reactants are [C:1]([C:3]1[CH:10]=[CH:9][C:6]([C:7]#[N:8])=[CH:5][CH:4]=1)#[CH:2].[Li][CH2:12][CH2:13][CH2:14][CH3:15].[CH3:16][O:17][C:18]1[C:25]([O:26][CH3:27])=[CH:24][C:21]([CH:22]=[O:23])=[C:20]([C:28]#[C:29][C:30]2[CH:35]=[CH:34][CH:33]=[CH:32][CH:31]=2)[CH:19]=1.I[CH3:37].[CH2:38]1[CH2:42][O:41][CH2:40][CH2:39]1. No catalyst specified. The product is [CH3:16][O:17][C:18]1[C:25]([O:26][CH3:27])=[CH:24][C:21]([CH:22]([O:23][CH3:12])[C:2]#[C:1][C:3]2[CH:10]=[CH:9][C:6]([C:7]#[N:8])=[CH:5][CH:4]=2)=[C:20]([C:28]#[C:29][C:30]2[CH:35]=[CH:34][CH:33]=[CH:32][CH:31]=2)[CH:19]=1.[CH3:16][O:17][C:18]1[C:25]([O:26][CH3:27])=[CH:24][C:21]([CH:22]([O:23][CH3:37])[C:7]#[C:6][C:9]2[CH:40]=[CH:39][C:38]([C:42](=[O:41])[CH2:12][CH2:13][CH2:14][CH3:15])=[CH:3][CH:10]=2)=[C:20]([C:28]#[C:29][C:30]2[CH:35]=[CH:34][CH:33]=[CH:32][CH:31]=2)[CH:19]=1. The yield is 0.400. (2) The reactants are C([O:9][C@H:10]([C:25]1[CH:30]=[CH:29][CH:28]=[CH:27][CH:26]=1)[C@H:11]([C:19]1[CH:24]=[CH:23][CH:22]=[CH:21][CH:20]=1)[O:12][CH:13]1[CH2:18][CH2:17][CH2:16][CH2:15][O:14]1)(=O)C1C=CC=CC=1.[OH-].[Na+]. The catalyst is CO. The product is [C:25]1([C@@H:10]([OH:9])[C@H:11]([C:19]2[CH:24]=[CH:23][CH:22]=[CH:21][CH:20]=2)[O:12][CH:13]2[CH2:18][CH2:17][CH2:16][CH2:15][O:14]2)[CH:26]=[CH:27][CH:28]=[CH:29][CH:30]=1. The yield is 0.800. (3) The reactants are [N+:29]([C:26]1[CH:27]=[CH:28][C:23]([O:22]P([O:22][C:23]2[CH:28]=[CH:27][C:26]([N+:29]([O-:31])=[O:30])=[CH:25][CH:24]=2)[O:22][C:23]2[CH:28]=[CH:27][C:26]([N+:29]([O-:31])=[O:30])=[CH:25][CH:24]=2)=[CH:24][CH:25]=1)([O-:31])=[O:30].[OH:32][C:33]1[CH:41]=[C:40]([O:42][CH3:43])[C:39]([O:44][CH3:45])=[CH:38][C:34]=1[C:35](O)=[O:36].OS(O)(=O)=O.CO. The catalyst is C1(C)C=CC=CC=1. The product is [N+:29]([C:26]1[CH:25]=[CH:24][C:23]([O:22][C:35](=[O:36])[C:34]2[CH:38]=[C:39]([O:44][CH3:45])[C:40]([O:42][CH3:43])=[CH:41][C:33]=2[OH:32])=[CH:28][CH:27]=1)([O-:31])=[O:30]. The yield is 0.600.